Dataset: Catalyst prediction with 721,799 reactions and 888 catalyst types from USPTO. Task: Predict which catalyst facilitates the given reaction. Reactant: [C:1]1([S:11]([NH2:14])(=[O:13])=[O:12])[C:2]([S:7]([NH2:10])(=[O:9])=[O:8])=[CH:3][CH:4]=[CH:5][CH:6]=1.[Br:15][C:16]1[CH:17]=[CH:18][C:19]([C:22](O)=[O:23])=[N:20][CH:21]=1.C(Cl)CCl. Product: [Br:15][C:16]1[CH:17]=[CH:18][C:19]([C:22]([NH:10][S:7]([C:2]2[CH:3]=[CH:4][CH:5]=[CH:6][C:1]=2[S:11](=[O:13])(=[O:12])[NH2:14])(=[O:9])=[O:8])=[O:23])=[N:20][CH:21]=1. The catalyst class is: 792.